This data is from Reaction yield outcomes from USPTO patents with 853,638 reactions. The task is: Predict the reaction yield, written as a fraction of the theoretical maximum amount of product (1.0 means a 100% yield; for example, 0.34 means a 34% yield). (1) The reactants are [OH:1][C:2]1([C:21]2[CH:26]=[CH:25][CH:24]=[CH:23][N:22]=2)[CH2:7][CH2:6][CH:5]([N:8]2[CH2:12][CH2:11][C@@H:10]([NH:13]C(=O)OC(C)(C)C)[CH2:9]2)[CH2:4][CH2:3]1.[ClH:27]. The catalyst is O1CCOCC1. The product is [ClH:27].[NH2:13][C@@H:10]1[CH2:11][CH2:12][N:8]([CH:5]2[CH2:6][CH2:7][C:2]([C:21]3[CH:26]=[CH:25][CH:24]=[CH:23][N:22]=3)([OH:1])[CH2:3][CH2:4]2)[CH2:9]1. The yield is 0.990. (2) The reactants are [CH:1]([O:4][C:5]([N:7]1[CH2:12][CH2:11][CH:10]([O:13][C:14]2[C:19]([CH3:20])=[C:18](Cl)[N:17]=[CH:16][N:15]=2)[CH2:9][CH2:8]1)=[O:6])([CH3:3])[CH3:2].CC(C)([O-])C.[Na+].[Br:28][C:29]1[C:34]([F:35])=[CH:33][C:32]([NH2:36])=[C:31]([F:37])[CH:30]=1. The catalyst is O1CCOCC1.C([O-])(=O)C.[Pd+2].C([O-])(=O)C.C1(C2C=CC=CC=2)C=CC=C(P(C(C)(C)C)C(C)(C)C)C=1. The product is [CH:1]([O:4][C:5]([N:7]1[CH2:12][CH2:11][CH:10]([O:13][C:14]2[C:19]([CH3:20])=[C:18]([NH:36][C:32]3[CH:33]=[C:34]([F:35])[C:29]([Br:28])=[CH:30][C:31]=3[F:37])[N:17]=[CH:16][N:15]=2)[CH2:9][CH2:8]1)=[O:6])([CH3:3])[CH3:2]. The yield is 0.410. (3) The reactants are [Br:1][C:2]1[S:6][CH:5]=[C:4]([C:7]([OH:9])=O)[CH:3]=1.CN(C(ON1N=N[C:20]2[CH:21]=[CH:22][CH:23]=[N:24][C:19]1=2)=[N+](C)C)C.F[P-](F)(F)(F)(F)F.CCN(C(C)C)C(C)C.N1CCCCC1. The catalyst is C(#N)C.C(OCC)(=O)C. The product is [Br:1][C:2]1[S:6][CH:5]=[C:4]([C:7]([N:24]2[CH2:19][CH2:20][CH2:21][CH2:22][CH2:23]2)=[O:9])[CH:3]=1. The yield is 0.730.